This data is from Reaction yield outcomes from USPTO patents with 853,638 reactions. The task is: Predict the reaction yield, written as a fraction of the theoretical maximum amount of product (1.0 means a 100% yield; for example, 0.34 means a 34% yield). (1) The reactants are [CH3:1][O:2][CH2:3][O:4][C@@H:5]1[CH2:18][C@@H:17]2[C@H:8]([C@H:9]3[C@H:14]([CH2:15][CH2:16]2)[CH2:13][C@:12]2([CH3:24])[C:19]([C:22]#[N:23])=[CH:20][CH2:21][C@H:11]2[CH2:10]3)[CH2:7][CH2:6]1. The catalyst is CCOC(C)=O.[Pd]. The product is [CH3:1][O:2][CH2:3][O:4][C@@H:5]1[CH2:18][C@@H:17]2[C@H:8]([C@H:9]3[C@H:14]([CH2:15][CH2:16]2)[CH2:13][C@:12]2([CH3:24])[C@@H:19]([C:22]#[N:23])[CH2:20][CH2:21][C@H:11]2[CH2:10]3)[CH2:7][CH2:6]1. The yield is 0.940. (2) The yield is 0.930. The reactants are [CH3:1][NH2:2].[Cl:3][C:4]1[C:5]([O:12][CH:13]([CH3:15])[CH3:14])=[C:6]([CH:9]=[CH:10][CH:11]=1)[CH:7]=O.[BH4-].[Na+]. The product is [Cl:3][C:4]1[C:5]([O:12][CH:13]([CH3:15])[CH3:14])=[C:6]([CH:9]=[CH:10][CH:11]=1)[CH2:7][CH2:1][NH2:2]. The catalyst is CO. (3) The reactants are Cl[C:2]1[N:7]=[C:6]([NH:8][CH:9]2[CH2:17][CH:16]3[N:12]([CH2:13][CH2:14][CH2:15]3)[C:11]([CH3:19])([CH3:18])[CH2:10]2)[C:5]([F:20])=[CH:4][N:3]=1.[O:21]1[CH2:25][CH2:24][C@H:23]([O:26][C:27]2[CH:32]=[CH:31][C:30]([NH2:33])=[CH:29][C:28]=2[N:34]2[C:38](=[O:39])[N:37]([CH3:40])[N:36]=[N:35]2)[CH2:22]1. The catalyst is CC(O)C. The product is [NH3:3].[CH3:22][OH:21].[O:21]1[CH2:25][CH2:24][C@H:23]([O:26][C:27]2[CH:32]=[CH:31][C:30]([NH:33][C:2]3[N:7]=[C:6]([NH:8][CH:9]4[CH2:17][CH:16]5[N:12]([CH2:13][CH2:14][CH2:15]5)[C:11]([CH3:19])([CH3:18])[CH2:10]4)[C:5]([F:20])=[CH:4][N:3]=3)=[CH:29][C:28]=2[N:34]2[C:38](=[O:39])[N:37]([CH3:40])[N:36]=[N:35]2)[CH2:22]1. The yield is 0.0100. (4) The reactants are [OH:1][C:2]1[C:11]([C:12](=O)[CH2:13][CH3:14])=[C:10]2[C:5]([C:6]([CH2:17][CH2:18][CH3:19])=[CH:7][C:8](=[O:16])[O:9]2)=[C:4]2[O:20][C:21]([CH3:25])([CH3:24])[CH:22]=[CH:23][C:3]=12.CO.[BH4-].[Na+].Cl.[NH3:31]. No catalyst specified. The product is [NH2:31][CH:12]([C:11]1[C:2]([OH:1])=[C:3]2[CH:23]=[CH:22][C:21]([CH3:25])([CH3:24])[O:20][C:4]2=[C:5]2[C:10]=1[O:9][C:8](=[O:16])[CH:7]=[C:6]2[CH2:17][CH2:18][CH3:19])[CH2:13][CH3:14]. The yield is 0.610. (5) The reactants are Cl.[CH3:2][N:3]([CH3:35])[C:4](=[O:34])[S:5][C:6]1[C:7]([O:31][CH2:32][CH3:33])=[CH:8][CH:9]=[C:10]2[C:15]=1[CH:14]=[N:13][CH:12]=[C:11]2[CH2:16][C:17]1[CH:22]=[C:21]([O:23][CH3:24])[C:20]([O:25][CH2:26][CH2:27][CH3:28])=[C:19]([O:29][CH3:30])[CH:18]=1.[OH:36]N1C(=O)C2=CC=CC=C2C1=O.[O-][Cl:49]=O.[Na+].Cl.CO. The catalyst is CC#N.CCOCC.O. The product is [ClH:49].[CH3:35][N:3]([CH3:2])[C:4](=[O:34])[S:5][C:6]1[C:7]([O:31][CH2:32][CH3:33])=[CH:8][CH:9]=[C:10]2[C:15]=1[CH:14]=[N:13][CH:12]=[C:11]2[C:16](=[O:36])[C:17]1[CH:18]=[C:19]([O:29][CH3:30])[C:20]([O:25][CH2:26][CH2:27][CH3:28])=[C:21]([O:23][CH3:24])[CH:22]=1. The yield is 0.380. (6) The reactants are [NH2:1][C:2]1[C:7]([C:8]2[O:12][N:11]=[C:10]([CH2:13][C:14]3[CH:19]=[CH:18][C:17]([OH:20])=[CH:16][CH:15]=3)[CH:9]=2)=[CH:6][CH:5]=[CH:4][N:3]=1.[OH-].[Na+].[F:23][C:24]1[CH:31]=[CH:30][CH:29]=[CH:28][C:25]=1[CH2:26]Br. The catalyst is CO. The product is [F:23][C:24]1[CH:31]=[CH:30][CH:29]=[CH:28][C:25]=1[CH2:26][O:20][C:17]1[CH:18]=[CH:19][C:14]([CH2:13][C:10]2[CH:9]=[C:8]([C:7]3[C:2]([NH2:1])=[N:3][CH:4]=[CH:5][CH:6]=3)[O:12][N:11]=2)=[CH:15][CH:16]=1. The yield is 0.430.